This data is from Reaction yield outcomes from USPTO patents with 853,638 reactions. The task is: Predict the reaction yield, written as a fraction of the theoretical maximum amount of product (1.0 means a 100% yield; for example, 0.34 means a 34% yield). (1) The reactants are [OH:1][C:2]1[CH:3]=[C:4]([CH:7]=[CH:8][CH:9]=1)[C:5]#[N:6].Br[CH2:11][CH:12]=[C:13]([CH3:15])[CH3:14].C(=O)([O-])[O-].[K+].[K+].O. The catalyst is CN(C)C=O. The product is [CH3:14][C:13]([CH3:15])=[CH:12][CH2:11][O:1][C:2]1[CH:3]=[C:4]([CH:7]=[CH:8][CH:9]=1)[C:5]#[N:6]. The yield is 0.994. (2) The reactants are [CH2:1]([O:8][C:9]1[CH:18]=[C:17]2[C:12]([C:13](=[O:19])[CH:14]=[CH:15][NH:16]2)=[CH:11][C:10]=1[O:20][CH3:21])[C:2]1[CH:7]=[CH:6][CH:5]=[CH:4][CH:3]=1.C(=O)([O-])[O-].[Cs+].[Cs+].F[C:29]1[CH:34]=[CH:33][C:32]([N+:35]([O-:37])=[O:36])=[CH:31][C:30]=1[F:38]. The catalyst is CN(C=O)C.CC#N. The product is [CH2:1]([O:8][C:9]1[CH:18]=[C:17]2[C:12]([C:13]([O:19][C:29]3[CH:34]=[CH:33][C:32]([N+:35]([O-:37])=[O:36])=[CH:31][C:30]=3[F:38])=[CH:14][CH:15]=[N:16]2)=[CH:11][C:10]=1[O:20][CH3:21])[C:2]1[CH:7]=[CH:6][CH:5]=[CH:4][CH:3]=1. The yield is 0.410. (3) The reactants are [NH2:1][C:2]1[C:3]([C:16]([O:18]C)=O)=[N:4][C:5]([C:8]2[CH:13]=[C:12]([Br:14])[CH:11]=[CH:10][C:9]=2[F:15])=[CH:6][N:7]=1.[NH3:20]. No catalyst specified. The product is [NH2:1][C:2]1[C:3]([C:16]([NH2:20])=[O:18])=[N:4][C:5]([C:8]2[CH:13]=[C:12]([Br:14])[CH:11]=[CH:10][C:9]=2[F:15])=[CH:6][N:7]=1. The yield is 0.630.